Dataset: NCI-60 drug combinations with 297,098 pairs across 59 cell lines. Task: Regression. Given two drug SMILES strings and cell line genomic features, predict the synergy score measuring deviation from expected non-interaction effect. (1) Drug 1: C1CCC(C1)C(CC#N)N2C=C(C=N2)C3=C4C=CNC4=NC=N3. Drug 2: CC1=C(C=C(C=C1)C(=O)NC2=CC(=CC(=C2)C(F)(F)F)N3C=C(N=C3)C)NC4=NC=CC(=N4)C5=CN=CC=C5. Cell line: NCI-H522. Synergy scores: CSS=1.51, Synergy_ZIP=0.0711, Synergy_Bliss=1.07, Synergy_Loewe=-2.41, Synergy_HSA=-2.17. (2) Drug 1: CC1C(C(CC(O1)OC2CC(CC3=C2C(=C4C(=C3O)C(=O)C5=C(C4=O)C(=CC=C5)OC)O)(C(=O)CO)O)N)O.Cl. Drug 2: CC1=C(N=C(N=C1N)C(CC(=O)N)NCC(C(=O)N)N)C(=O)NC(C(C2=CN=CN2)OC3C(C(C(C(O3)CO)O)O)OC4C(C(C(C(O4)CO)O)OC(=O)N)O)C(=O)NC(C)C(C(C)C(=O)NC(C(C)O)C(=O)NCCC5=NC(=CS5)C6=NC(=CS6)C(=O)NCCC[S+](C)C)O. Cell line: HOP-92. Synergy scores: CSS=37.4, Synergy_ZIP=-10.9, Synergy_Bliss=-5.11, Synergy_Loewe=-21.5, Synergy_HSA=-1.51. (3) Drug 1: CC1C(C(=O)NC(C(=O)N2CCCC2C(=O)N(CC(=O)N(C(C(=O)O1)C(C)C)C)C)C(C)C)NC(=O)C3=C4C(=C(C=C3)C)OC5=C(C(=O)C(=C(C5=N4)C(=O)NC6C(OC(=O)C(N(C(=O)CN(C(=O)C7CCCN7C(=O)C(NC6=O)C(C)C)C)C)C(C)C)C)N)C. Drug 2: C1CC(=O)NC(=O)C1N2C(=O)C3=CC=CC=C3C2=O. Cell line: OVCAR-8. Synergy scores: CSS=25.9, Synergy_ZIP=2.51, Synergy_Bliss=2.20, Synergy_Loewe=-16.4, Synergy_HSA=1.73. (4) Drug 1: CC12CCC(CC1=CCC3C2CCC4(C3CC=C4C5=CN=CC=C5)C)O. Drug 2: CCCCCOC(=O)NC1=NC(=O)N(C=C1F)C2C(C(C(O2)C)O)O. Cell line: SR. Synergy scores: CSS=17.7, Synergy_ZIP=-0.902, Synergy_Bliss=5.73, Synergy_Loewe=0.0769, Synergy_HSA=5.09.